Predict the product of the given reaction. From a dataset of Forward reaction prediction with 1.9M reactions from USPTO patents (1976-2016). (1) Given the reactants Br[CH2:2][C:3](=O)[CH2:4][CH:5]([CH3:7])[CH3:6].[NH2:9][C:10]1[CH:15]=[CH:14][CH:13]=[CH:12][C:11]=1[C:16](=[S:18])[NH2:17], predict the reaction product. The product is: [CH2:4]([C:3]1[N:17]=[C:16]([C:11]2[CH:12]=[CH:13][CH:14]=[CH:15][C:10]=2[NH2:9])[S:18][CH:2]=1)[CH:5]([CH3:7])[CH3:6]. (2) Given the reactants Br[C:2]1[C:10]2[C:9](=[O:11])[N:8]([CH2:12][CH2:13][C:14]3[CH:19]=[CH:18][CH:17]=[CH:16][N:15]=3)[N:7]=[CH:6][C:5]=2[S:4][CH:3]=1.[N:20]1[CH:25]=[CH:24][C:23](B(O)O)=[CH:22][CH:21]=1, predict the reaction product. The product is: [N:20]1[CH:25]=[CH:24][C:23]([C:2]2[C:10]3[C:9](=[O:11])[N:8]([CH2:12][CH2:13][C:14]4[CH:19]=[CH:18][CH:17]=[CH:16][N:15]=4)[N:7]=[CH:6][C:5]=3[S:4][CH:3]=2)=[CH:22][CH:21]=1. (3) Given the reactants [Cl:1][C:2]1[CH:7]=[CH:6][C:5]([C:8]2[N:9]([CH2:14][C:15]3[CH:20]=[CH:19][CH:18]=[C:17]([F:21])[CH:16]=3)[C:10](=[O:13])[NH:11][N:12]=2)=[CH:4][CH:3]=1.Cl[CH2:23][C:24]([NH:26][CH2:27][C:28]1[CH:33]=[CH:32][CH:31]=[C:30]([C:34]([F:37])([F:36])[F:35])[CH:29]=1)=[O:25].C(=O)([O-])[O-].[K+].[K+], predict the reaction product. The product is: [Cl:1][C:2]1[CH:7]=[CH:6][C:5]([C:8]2[N:9]([CH2:14][C:15]3[CH:20]=[CH:19][CH:18]=[C:17]([F:21])[CH:16]=3)[C:10](=[O:13])[N:11]([CH2:23][C:24]([NH:26][CH2:27][C:28]3[CH:33]=[CH:32][CH:31]=[C:30]([C:34]([F:35])([F:36])[F:37])[CH:29]=3)=[O:25])[N:12]=2)=[CH:4][CH:3]=1. (4) The product is: [NH2:15][CH2:14][CH2:13][CH2:12][N:10]1[C:11]2[C:2]([C:33]#[CH:34])=[CH:3][C:4]([Cl:31])=[CH:5][C:6]=2[C:7]2=[N:29][NH:28][C:27]([CH3:30])=[C:8]2[C:9]1=[O:26]. Given the reactants Br[C:2]1[C:11]2[N:10]([CH2:12][CH2:13][CH2:14][N:15]3C(=O)C4C(=CC=CC=4)C3=O)[C:9](=[O:26])[C:8]3=[C:27]([CH3:30])[NH:28][N:29]=[C:7]3[C:6]=2[CH:5]=[C:4]([Cl:31])[CH:3]=1.N[CH2:33][CH2:34]CN1C2C([N+]([O-])=O)=CC(Cl)=CC=2C2=NNC(C)=C2C1=O, predict the reaction product. (5) Given the reactants [CH:1]([C@H:14]1[N:19]2[CH2:20][CH2:21][NH:22][CH2:23][C@H:18]2[CH2:17][N:16]([CH2:24][C:25]2[CH:30]=[C:29]([N:31]3[C:35]([C:36]([F:39])([F:38])[F:37])=[N:34][N:33]=[N:32]3)[CH:28]=[CH:27][C:26]=2[O:40][CH3:41])[CH2:15]1)([C:8]1[CH:13]=[CH:12][CH:11]=[CH:10][CH:9]=1)[C:2]1[CH:7]=[CH:6][CH:5]=[CH:4][CH:3]=1.Br[C:43]1[CH:44]=[N:45][CH:46]=[CH:47][CH:48]=1.CC(C)([O-])C.[Na+].[ClH:55], predict the reaction product. The product is: [ClH:55].[ClH:55].[ClH:55].[CH:1]([C@H:14]1[N:19]2[CH2:20][CH2:21][N:22]([C:43]3[CH:44]=[N:45][CH:46]=[CH:47][CH:48]=3)[CH2:23][C@H:18]2[CH2:17][N:16]([CH2:24][C:25]2[CH:30]=[C:29]([N:31]3[C:35]([C:36]([F:39])([F:38])[F:37])=[N:34][N:33]=[N:32]3)[CH:28]=[CH:27][C:26]=2[O:40][CH3:41])[CH2:15]1)([C:2]1[CH:7]=[CH:6][CH:5]=[CH:4][CH:3]=1)[C:8]1[CH:9]=[CH:10][CH:11]=[CH:12][CH:13]=1. (6) Given the reactants FC(F)(F)C(O)=O.[NH2:8][C:9]1[N:14]=[CH:13][N:12]=[C:11]2[N:15]([CH:19]([C:21]3[C:22]([O:40][CH3:41])=[C:23]([CH:29]4[CH2:32][N:31](C(OC(C)(C)C)=O)[CH2:30]4)[C:24]([CH3:28])=[C:25]([Cl:27])[CH:26]=3)[CH3:20])[N:16]=[C:17]([Br:18])[C:10]=12, predict the reaction product. The product is: [NH:31]1[CH2:32][CH:29]([C:23]2[C:22]([O:40][CH3:41])=[C:21]([CH:19]([N:15]3[C:11]4=[N:12][CH:13]=[N:14][C:9]([NH2:8])=[C:10]4[C:17]([Br:18])=[N:16]3)[CH3:20])[CH:26]=[C:25]([Cl:27])[C:24]=2[CH3:28])[CH2:30]1. (7) Given the reactants [CH3:1][C:2]([O:5][C:6]([N:8]1[C@H:12]([C:13]([OH:15])=[O:14])[CH2:11][CH:10]([OH:16])[CH2:9]1)=[O:7])([CH3:4])[CH3:3].C[Si]([N-][Si](C)(C)C)(C)C.[Na+].Cl[C:28]1[N:37]([CH2:38][CH:39]=[CH2:40])[C:36](=[O:41])[C:35]2[C:30](=[CH:31][C:32]([Cl:42])=[CH:33][CH:34]=2)[N:29]=1.OS([O-])(=O)=O.[K+], predict the reaction product. The product is: [C:2]([O:5][C:6]([N:8]1[CH2:9][C@H:10]([O:16][C:28]2[N:37]([CH2:38][CH:39]=[CH2:40])[C:36](=[O:41])[C:35]3[C:30](=[CH:31][C:32]([Cl:42])=[CH:33][CH:34]=3)[N:29]=2)[CH2:11][C@H:12]1[C:13]([OH:15])=[O:14])=[O:7])([CH3:1])([CH3:3])[CH3:4].